This data is from Forward reaction prediction with 1.9M reactions from USPTO patents (1976-2016). The task is: Predict the product of the given reaction. (1) Given the reactants [ClH:1].O1CCOCC1.OC(C(F)(F)F)=O.[C:15]([N:23]1[CH2:28][CH2:27][N:26](C(OC(C)(C)C)=O)[CH2:25][CH:24]1[CH2:36][O:37][C:38]1[CH:39]=[N:40][CH:41]=[CH:42][CH:43]=1)(=[O:22])[C:16]1[CH:21]=[CH:20][CH:19]=[CH:18][CH:17]=1, predict the reaction product. The product is: [ClH:1].[ClH:1].[C:16]1([C:15]([N:23]2[CH2:28][CH2:27][NH:26][CH2:25][CH:24]2[CH2:36][O:37][C:38]2[CH:39]=[N:40][CH:41]=[CH:42][CH:43]=2)=[O:22])[CH:17]=[CH:18][CH:19]=[CH:20][CH:21]=1. (2) Given the reactants C1(P(=O)(C2C=CC=CC=2)C2C=CC=CC=2)C=CC=CC=1.FC(F)(F)S(OS(C(F)(F)F)(=O)=O)(=O)=O.[CH3:36][C:37]1[CH:45]=[CH:44][C:43]([NH:46][S:47]([C:50]2[S:51][CH:52]=[CH:53][CH:54]=2)(=[O:49])=[O:48])=[C:42]2[C:38]=1[CH:39]=[C:40]([C:55]([NH:57][CH2:58][CH2:59][S:60]C(C1C=CC=CC=1)(C1C=CC=CC=1)C1C=CC=CC=1)=O)[NH:41]2.C(=O)([O-])O.[Na+], predict the reaction product. The product is: [S:60]1[CH2:59][CH2:58][N:57]=[C:55]1[C:40]1[NH:41][C:42]2[C:38]([CH:39]=1)=[C:37]([CH3:36])[CH:45]=[CH:44][C:43]=2[NH:46][S:47]([C:50]1[S:51][CH:52]=[CH:53][CH:54]=1)(=[O:49])=[O:48]. (3) Given the reactants [N:1]#[C:2][Br:3].[F:4][C:5]([F:12])([F:11])[C@@:6]([CH3:10])([NH2:9])[CH2:7][NH2:8].C(O)C, predict the reaction product. The product is: [BrH:3].[CH3:10][C@@:6]1([C:5]([F:12])([F:11])[F:4])[CH2:7][NH:8][C:2]([NH2:1])=[N:9]1. (4) Given the reactants [CH3:1][S:2]([C:5]1[CH:10]=[CH:9][C:8](B2OC(C)(C)C(C)(C)O2)=[CH:7][N:6]=1)(=[O:4])=[O:3].Cl[C:21]1[N:22]=[C:23]2[C:28](=[CH:29][CH:30]=1)[N:27]=[CH:26][C:25]1[CH:31]=[CH:32][C:33](=[O:45])[N:34]([C:35]3[CH:40]=[CH:39][CH:38]=[C:37]([C:41]([F:44])([F:43])[F:42])[CH:36]=3)[C:24]2=1.C(=O)([O-])[O-].[Na+].[Na+], predict the reaction product. The product is: [CH3:1][S:2]([C:5]1[N:6]=[CH:7][C:8]([C:21]2[N:22]=[C:23]3[C:28](=[CH:29][CH:30]=2)[N:27]=[CH:26][C:25]2[CH:31]=[CH:32][C:33](=[O:45])[N:34]([C:35]4[CH:40]=[CH:39][CH:38]=[C:37]([C:41]([F:43])([F:42])[F:44])[CH:36]=4)[C:24]3=2)=[CH:9][CH:10]=1)(=[O:3])=[O:4]. (5) Given the reactants C([O:3][C:4](=[O:26])/[CH:5]=[CH:6]/[C:7]([N:9]1[C:14]2[CH:15]=[CH:16][CH:17]=[C:18]([C:19]([CH3:22])([CH3:21])[CH3:20])[C:13]=2[O:12][CH:11]([CH:23]([CH3:25])[CH3:24])[CH2:10]1)=[O:8])C.[OH-].[Na+], predict the reaction product. The product is: [C:19]([C:18]1[C:13]2[O:12][CH:11]([CH:23]([CH3:24])[CH3:25])[CH2:10][N:9]([C:7](=[O:8])/[CH:6]=[CH:5]/[C:4]([OH:26])=[O:3])[C:14]=2[CH:15]=[CH:16][CH:17]=1)([CH3:21])([CH3:22])[CH3:20]. (6) Given the reactants [H-].[Na+].[F:3][C:4]1[CH:5]=[C:6]2[CH:12]=[CH:11][NH:10][C:7]2=[N:8][CH:9]=1.C[N:14](C=O)C, predict the reaction product. The product is: [F:3][C:4]1[CH:5]=[C:6]2[CH:12]=[CH:11][N:10]([NH2:14])[C:7]2=[N:8][CH:9]=1.